Dataset: Forward reaction prediction with 1.9M reactions from USPTO patents (1976-2016). Task: Predict the product of the given reaction. Given the reactants ClC1C=C(C2C=CC=CC=2)C=CC=1C[N:5]1[C:9]2=[N:10][C:11]([C:14]#[N:15])=[CH:12][CH:13]=[C:8]2[N:7]=[C:6]1[CH3:16].ClC1C=C(C2C=CC=CC=2)C=CC=1CN1C2C(=NC(C#N)=CC=2)N=C1C, predict the reaction product. The product is: [CH3:16][C:6]1[NH:7][C:8]2[C:9]([N:5]=1)=[N:10][C:11]([C:14]#[N:15])=[CH:12][CH:13]=2.